Dataset: Full USPTO retrosynthesis dataset with 1.9M reactions from patents (1976-2016). Task: Predict the reactants needed to synthesize the given product. (1) Given the product [OH:4][C:5]1[CH:17]=[CH:16][CH:15]=[C:14]2[C:6]=1[C:7](=[O:19])[C:8]1[CH:12]=[CH:11][S:10][C:9]=1[C:13]2=[O:18], predict the reactants needed to synthesize it. The reactants are: C([O:4][C:5]1[CH:17]=[CH:16][CH:15]=[C:14]2[C:6]=1[C:7](=[O:19])[C:8]1[CH:12]=[CH:11][S:10][C:9]=1[C:13]2=[O:18])(=O)C.Cl. (2) Given the product [Br-:33].[C:1]([C:5]1[CH:10]=[CH:9][C:8]([S+:11]([C:30]2[CH:31]=[CH:32][C:27]([C:23]([CH3:26])([CH3:25])[CH3:24])=[CH:28][CH:29]=2)[C:13]2[CH:18]=[CH:17][C:16]([C:19]([CH3:22])([CH3:21])[CH3:20])=[CH:15][CH:14]=2)=[CH:7][CH:6]=1)([CH3:4])([CH3:3])[CH3:2], predict the reactants needed to synthesize it. The reactants are: [C:1]([C:5]1[CH:10]=[CH:9][C:8]([S:11]([C:13]2[CH:18]=[CH:17][C:16]([C:19]([CH3:22])([CH3:21])[CH3:20])=[CH:15][CH:14]=2)=O)=[CH:7][CH:6]=1)([CH3:4])([CH3:3])[CH3:2].[C:23]([C:27]1[CH:32]=[CH:31][C:30]([Br:33])=[CH:29][CH:28]=1)([CH3:26])([CH3:25])[CH3:24].